Task: Regression. Given a peptide amino acid sequence and an MHC pseudo amino acid sequence, predict their binding affinity value. This is MHC class I binding data.. Dataset: Peptide-MHC class I binding affinity with 185,985 pairs from IEDB/IMGT The peptide sequence is MLIIFWFSL. The MHC is HLA-A02:03 with pseudo-sequence HLA-A02:03. The binding affinity (normalized) is 0.124.